From a dataset of CYP1A2 inhibition data for predicting drug metabolism from PubChem BioAssay. Regression/Classification. Given a drug SMILES string, predict its absorption, distribution, metabolism, or excretion properties. Task type varies by dataset: regression for continuous measurements (e.g., permeability, clearance, half-life) or binary classification for categorical outcomes (e.g., BBB penetration, CYP inhibition). Dataset: cyp1a2_veith. The molecule is Cc1ccc(S(=O)(=O)N2CCC(CN3C(=O)c4cccc5cccc(c45)C3=O)CC2)cc1. The result is 0 (non-inhibitor).